This data is from Catalyst prediction with 721,799 reactions and 888 catalyst types from USPTO. The task is: Predict which catalyst facilitates the given reaction. Reactant: C(O[BH-](OC(=O)C)OC(=O)C)(=O)C.[Na+].[NH2:15][C:16]1[CH:29]=[C:28]2[C:19]([O:20][C:21]3[C:22]([C:30]4[NH:35][C:34](=[O:36])[CH:33]=[C:32]([N:37]5[CH2:42][CH2:41][O:40][CH2:39][CH2:38]5)[CH:31]=4)=[CH:23][CH:24]=[CH:25][C:26]=3[CH2:27]2)=[CH:18][CH:17]=1.[NH:43]1[CH2:48][CH2:47][O:46][C:45]2N=C[CH:51]=[C:52]([CH:53]=O)[C:44]1=2.[CH2:55]([N:57](CC)CC)C. Product: [NH:43]1[CH2:48][CH2:47][O:46][C:45]2[CH:55]=[N:57][CH:51]=[C:52]([CH2:53][NH:15][C:16]3[CH:29]=[C:28]4[C:19]([O:20][C:21]5[C:22]([C:30]6[NH:35][C:34](=[O:36])[CH:33]=[C:32]([N:37]7[CH2:42][CH2:41][O:40][CH2:39][CH2:38]7)[CH:31]=6)=[CH:23][CH:24]=[CH:25][C:26]=5[CH2:27]4)=[CH:18][CH:17]=3)[C:44]1=2. The catalyst class is: 452.